From a dataset of Forward reaction prediction with 1.9M reactions from USPTO patents (1976-2016). Predict the product of the given reaction. (1) Given the reactants [CH2:1]([N:3]1[C:11]([C:12]2[CH:13]=[N:14][C:15]([CH3:18])=[N:16][CH:17]=2)=[N:10][C:9]2[C:4]1=[N:5][CH:6]=[N:7][C:8]=2[O:19][C@H:20]1[CH2:25][CH2:24][CH2:23][N:22](C(OC(C)(C)C)=O)[CH2:21]1)[CH3:2].FC(F)(F)C(O)=O, predict the reaction product. The product is: [CH2:1]([N:3]1[C:11]([C:12]2[CH:17]=[N:16][C:15]([CH3:18])=[N:14][CH:13]=2)=[N:10][C:9]2[C:4]1=[N:5][CH:6]=[N:7][C:8]=2[O:19][C@H:20]1[CH2:25][CH2:24][CH2:23][NH:22][CH2:21]1)[CH3:2]. (2) Given the reactants Cl[C:2]1[O:3][C:4]2[CH:10]=[CH:9][CH:8]=[CH:7][C:5]=2[N:6]=1.[NH2:11][CH:12]1[CH2:17][CH2:16][N:15]([C:18]([O:20][CH2:21][CH3:22])=[O:19])[CH2:14][CH2:13]1, predict the reaction product. The product is: [CH2:21]([O:20][C:18]([N:15]1[CH2:14][CH2:13][CH:12]([NH:11][C:2]2[O:3][C:4]3[CH:10]=[CH:9][CH:8]=[CH:7][C:5]=3[N:6]=2)[CH2:17][CH2:16]1)=[O:19])[CH3:22]. (3) Given the reactants [CH3:1][O:2][C:3]1[CH:8]=[CH:7][C:6]([C:9]([C:34]2[CH:39]=[CH:38][C:37]([O:40][CH3:41])=[CH:36][CH:35]=2)([C:28]2[CH:33]=[CH:32][CH:31]=[CH:30][CH:29]=2)[O:10][CH2:11][CH2:12][CH2:13][C:14]([C:22]2[CH:27]=[CH:26][CH:25]=[CH:24][CH:23]=2)([C:16]2[CH:21]=[CH:20][CH:19]=[CH:18][CH:17]=2)[OH:15])=[CH:5][CH:4]=1.[H-].[Na+].[C:44]([N:51]1[CH:55]=[CH:54]N=C1)(N1C=CN=C1)=[O:45].NCC[CH2:59][CH2:60][CH2:61][CH2:62][OH:63], predict the reaction product. The product is: [OH:63][CH2:62][CH2:61][CH2:60][CH2:59][CH2:54][CH2:55][NH:51][C:44](=[O:45])[O:15][C:14]([C:16]1[CH:21]=[CH:20][CH:19]=[CH:18][CH:17]=1)([C:22]1[CH:27]=[CH:26][CH:25]=[CH:24][CH:23]=1)[CH2:13][CH2:12][CH2:11][O:10][C:9]([C:6]1[CH:7]=[CH:8][C:3]([O:2][CH3:1])=[CH:4][CH:5]=1)([C:34]1[CH:35]=[CH:36][C:37]([O:40][CH3:41])=[CH:38][CH:39]=1)[C:28]1[CH:29]=[CH:30][CH:31]=[CH:32][CH:33]=1. (4) Given the reactants CS(C)=O.C(Cl)(=O)C(Cl)=O.[CH2:11]([O:18][C@@H:19]1[CH2:41][C@@H:40]2[C@:35]([CH3:49])([CH2:36][CH2:37][C@H:38]([O:42][CH:43]3[CH2:48][CH2:47][CH2:46][CH2:45][O:44]3)[CH2:39]2)[C@@H:34]2[C@@H:20]1[C@H:21]1[C@:31]([CH3:50])([CH2:32][CH2:33]2)[C@@H:24]([C@H:25]([CH3:30])[CH2:26][CH2:27][CH2:28][OH:29])[CH2:23][CH2:22]1)[C:12]1[CH:17]=[CH:16][CH:15]=[CH:14][CH:13]=1.C(N(C(C)C)CC)(C)C.C([O-])(O)=O.[Na+], predict the reaction product. The product is: [CH2:11]([O:18][C@@H:19]1[CH2:41][C@@H:40]2[C@:35]([CH3:49])([CH2:36][CH2:37][C@H:38]([O:42][CH:43]3[CH2:48][CH2:47][CH2:46][CH2:45][O:44]3)[CH2:39]2)[C@@H:34]2[C@@H:20]1[C@H:21]1[C@:31]([CH3:50])([CH2:32][CH2:33]2)[C@@H:24]([C@H:25]([CH3:30])[CH2:26][CH2:27][CH:28]=[O:29])[CH2:23][CH2:22]1)[C:12]1[CH:13]=[CH:14][CH:15]=[CH:16][CH:17]=1. (5) Given the reactants [NH:1]1[C:9]2[C:4](=[CH:5][CH:6]=[CH:7][CH:8]=2)[C:3](/[CH:10]=[CH:11]/[C:12]2[CH:17]=[CH:16][CH:15]=[CH:14][C:13]=2[NH2:18])=[N:2]1.C(N(CC)CC)C.[CH2:26]([N:28]=[C:29]=[O:30])[CH3:27].C(=O)([O-])[O-].[K+].[K+], predict the reaction product. The product is: [CH2:26]([NH:28][C:29]([NH:18][C:13]1[CH:14]=[CH:15][CH:16]=[CH:17][C:12]=1/[CH:11]=[CH:10]/[C:3]1[C:4]2[C:9](=[CH:8][CH:7]=[CH:6][CH:5]=2)[NH:1][N:2]=1)=[O:30])[CH3:27]. (6) Given the reactants C([O:3][C:4](=[O:32])[CH2:5][NH:6][CH:7]1[CH:12]2[CH2:13][CH2:14][CH:8]1[CH2:9][CH:10]([C:15]1[NH:23][C:22]3[C:21](=[O:24])[N:20]([CH2:25][CH2:26][CH3:27])[C:19](=[O:28])[N:18]([CH2:29][CH2:30][CH3:31])[C:17]=3[N:16]=1)[CH2:11]2)C.[OH-].[K+], predict the reaction product. The product is: [O:28]=[C:19]1[N:18]([CH2:29][CH2:30][CH3:31])[C:17]2[N:16]=[C:15]([CH:10]3[CH2:11][CH:12]4[CH:7]([NH:6][CH2:5][C:4]([OH:32])=[O:3])[CH:8]([CH2:14][CH2:13]4)[CH2:9]3)[NH:23][C:22]=2[C:21](=[O:24])[N:20]1[CH2:25][CH2:26][CH3:27]. (7) Given the reactants [CH2:1]([C:3]1[N:4]=[C:5]2[N:9]([C:10]3[C:15]([CH3:16])=[CH:14][C:13]([CH3:17])=[CH:12][C:11]=3[CH3:18])[CH2:8][CH2:7][N:6]2[C:19]=1[C:20]([CH2:24][CH2:25][CH3:26])=[CH:21][CH2:22][CH3:23])[CH3:2].B.C1COCC1.C(O)(=O)C.CO, predict the reaction product. The product is: [CH2:1]([C:3]1[N:4]=[C:5]2[N:9]([C:10]3[C:11]([CH3:18])=[CH:12][C:13]([CH3:17])=[CH:14][C:15]=3[CH3:16])[CH2:8][CH2:7][N:6]2[C:19]=1[CH:20]([CH2:21][CH2:22][CH3:23])[CH2:24][CH2:25][CH3:26])[CH3:2].